This data is from Merck oncology drug combination screen with 23,052 pairs across 39 cell lines. The task is: Regression. Given two drug SMILES strings and cell line genomic features, predict the synergy score measuring deviation from expected non-interaction effect. (1) Drug 1: Nc1ccn(C2OC(CO)C(O)C2(F)F)c(=O)n1. Drug 2: C=CCn1c(=O)c2cnc(Nc3ccc(N4CCN(C)CC4)cc3)nc2n1-c1cccc(C(C)(C)O)n1. Cell line: HT144. Synergy scores: synergy=16.1. (2) Drug 1: O=C(O)C1(Cc2cccc(Nc3nccs3)n2)CCC(Oc2cccc(Cl)c2F)CC1. Drug 2: NC(=O)c1cccc2cn(-c3ccc(C4CCCNC4)cc3)nc12. Cell line: A2058. Synergy scores: synergy=29.7. (3) Drug 1: CCC1(O)CC2CN(CCc3c([nH]c4ccccc34)C(C(=O)OC)(c3cc4c(cc3OC)N(C)C3C(O)(C(=O)OC)C(OC(C)=O)C5(CC)C=CCN6CCC43C65)C2)C1. Drug 2: O=C(NOCC(O)CO)c1ccc(F)c(F)c1Nc1ccc(I)cc1F. Cell line: MSTO. Synergy scores: synergy=-1.06. (4) Drug 1: COc1cc(C2c3cc4c(cc3C(OC3OC5COC(C)OC5C(O)C3O)C3COC(=O)C23)OCO4)cc(OC)c1O. Drug 2: NC1(c2ccc(-c3nc4ccn5c(=O)[nH]nc5c4cc3-c3ccccc3)cc2)CCC1. Cell line: HCT116. Synergy scores: synergy=41.5. (5) Drug 1: C=CCn1c(=O)c2cnc(Nc3ccc(N4CCN(C)CC4)cc3)nc2n1-c1cccc(C(C)(C)O)n1. Drug 2: CNC(=O)c1cc(Oc2ccc(NC(=O)Nc3ccc(Cl)c(C(F)(F)F)c3)cc2)ccn1. Cell line: ES2. Synergy scores: synergy=-3.39. (6) Drug 1: CC1CC2C3CCC4=CC(=O)C=CC4(C)C3(F)C(O)CC2(C)C1(O)C(=O)CO. Drug 2: C=CCn1c(=O)c2cnc(Nc3ccc(N4CCN(C)CC4)cc3)nc2n1-c1cccc(C(C)(C)O)n1. Cell line: DLD1. Synergy scores: synergy=4.00. (7) Drug 1: O=C(O)C1(Cc2cccc(Nc3nccs3)n2)CCC(Oc2cccc(Cl)c2F)CC1. Drug 2: CCC1(O)C(=O)OCc2c1cc1n(c2=O)Cc2cc3c(CN(C)C)c(O)ccc3nc2-1. Cell line: LOVO. Synergy scores: synergy=8.62. (8) Drug 1: CC(=O)OC1C(=O)C2(C)C(O)CC3OCC3(OC(C)=O)C2C(OC(=O)c2ccccc2)C2(O)CC(OC(=O)C(O)C(NC(=O)c3ccccc3)c3ccccc3)C(C)=C1C2(C)C. Drug 2: Cc1nc(Nc2ncc(C(=O)Nc3c(C)cccc3Cl)s2)cc(N2CCN(CCO)CC2)n1. Cell line: RPMI7951. Synergy scores: synergy=18.5. (9) Drug 1: O=c1[nH]cc(F)c(=O)[nH]1. Drug 2: CCN(CC)CCNC(=O)c1c(C)[nH]c(C=C2C(=O)Nc3ccc(F)cc32)c1C. Cell line: SW837. Synergy scores: synergy=-4.90.